This data is from Full USPTO retrosynthesis dataset with 1.9M reactions from patents (1976-2016). The task is: Predict the reactants needed to synthesize the given product. (1) Given the product [N:15]1([C:11]2[CH:10]=[C:9]([O:8][C:6]3[N:7]=[C:2]([OH:1])[C:3]4[CH:31]=[CH:30][N:29]=[CH:28][C:4]=4[N:5]=3)[CH:14]=[CH:13][N:12]=2)[CH2:16][CH2:17][NH:18][CH2:19][CH2:20]1, predict the reactants needed to synthesize it. The reactants are: [OH:1][C:2]1[C:3]2[CH:31]=[CH:30][N:29]=[CH:28][C:4]=2[N:5]=[C:6]([O:8][C:9]2[CH:14]=[CH:13][N:12]=[C:11]([N:15]3[CH2:20][CH2:19][N:18](C(OC(C)(C)C)=O)[CH2:17][CH2:16]3)[CH:10]=2)[N:7]=1.Cl. (2) Given the product [F:1][C:2]([F:7])([F:6])[C:3]([OH:5])=[O:4].[F:16][C:15]1[CH:14]=[CH:13][C:12]([N:17]2[C:21](=[O:22])[O:20][N:19]=[C:18]2[C:23]2[C:24]([NH:28][CH2:29][C:30]3[CH:31]=[CH:32][N:33]=[CH:34][CH:35]=3)=[N:25][O:26][N:27]=2)=[CH:11][C:10]=1[C:8]#[N:9], predict the reactants needed to synthesize it. The reactants are: [F:1][C:2]([F:7])([F:6])[C:3]([OH:5])=[O:4].[C:8]([C:10]1[CH:11]=[C:12]([N:17]2[C:21](=[O:22])[O:20][N:19]=[C:18]2[C:23]2[C:24]([NH:28][C:29](=O)[C:30]3[CH:35]=[CH:34][N:33]=[CH:32][CH:31]=3)=[N:25][O:26][N:27]=2)[CH:13]=[CH:14][C:15]=1[F:16])#[N:9].P(Cl)(Cl)(Cl)(Cl)Cl.C([BH3-])#N.[Na+]. (3) Given the product [Br:1][C:2]1[CH:3]=[CH:4][C:5]2[C:9]([Cl:10])=[C:8]([C:11]3[NH:19][CH2:18][CH2:17][N:20]=3)[S:7][C:6]=2[CH:16]=1, predict the reactants needed to synthesize it. The reactants are: [Br:1][C:2]1[CH:3]=[CH:4][C:5]2[C:9]([Cl:10])=[C:8]([C:11](OCC)=O)[S:7][C:6]=2[CH:16]=1.[CH2:17]([NH2:20])[CH2:18][NH2:19].[Si](I)(C)(C)C. (4) Given the product [C:1]([O:5][C:6](=[O:23])[NH:7][C:8]1[CH2:9][O:10][CH2:11][C:12]([C:15]2[CH:20]=[C:19]([N:38]=[N+:39]=[N-:40])[CH:18]=[CH:17][C:16]=2[F:22])([CH3:14])[N:13]=1)([CH3:4])([CH3:3])[CH3:2], predict the reactants needed to synthesize it. The reactants are: [C:1]([O:5][C:6](=[O:23])[NH:7][C:8]1[CH2:9][O:10][CH2:11][C:12]([C:15]2[CH:20]=[C:19](Br)[CH:18]=[CH:17][C:16]=2[F:22])([CH3:14])[N:13]=1)([CH3:4])([CH3:3])[CH3:2].O.O=C1O[C@H]([C@H](CO)O)C([O-])=C1O.[Na+].[N-:38]=[N+:39]=[N-:40].[Na+]. (5) Given the product [S:1]1[CH:5]=[C:4]([C:22]2[CH:21]=[CH:20][C:19]([CH2:18][N:13]3[CH:17]=[CH:16][N:15]=[CH:14]3)=[CH:24][N:23]=2)[C:3]2[CH:9]=[CH:10][CH:11]=[CH:12][C:2]1=2, predict the reactants needed to synthesize it. The reactants are: [S:1]1[CH:5]=[C:4](B(O)O)[C:3]2[CH:9]=[CH:10][CH:11]=[CH:12][C:2]1=2.[N:13]1([CH2:18][C:19]2[CH:20]=[CH:21][C:22](Br)=[N:23][CH:24]=2)[CH:17]=[CH:16][N:15]=[CH:14]1. (6) Given the product [C:1]([O:5][C:6]([CH2:8][C:9]1[C:10]([CH3:29])=[N:11][C:12]2[N:13]([CH:23]=[C:24]([NH:56][C:59]([O:53][CH2:52][CH2:51][Si:47]([CH3:50])([CH3:49])[CH3:48])=[O:37])[N:25]=2)[C:14]=1[C:15]1[CH:20]=[CH:19][C:18]([Cl:21])=[CH:17][C:16]=1[Cl:22])=[O:7])([CH3:3])([CH3:4])[CH3:2], predict the reactants needed to synthesize it. The reactants are: [C:1]([O:5][C:6]([CH2:8][C:9]1[C:10]([CH3:29])=[N:11][C:12]2[N:13]([CH:23]=[C:24](C(O)=O)[N:25]=2)[C:14]=1[C:15]1[CH:20]=[CH:19][C:18]([Cl:21])=[CH:17][C:16]=1[Cl:22])=[O:7])([CH3:4])([CH3:3])[CH3:2].C1C=CC(P(N=[N+]=[N-])(C2C=CC=CC=2)=[O:37])=CC=1.[Si:47]([CH2:51][CH2:52][OH:53])([CH3:50])([CH3:49])[CH3:48].CC[N:56]([CH2:59]C)CC.